The task is: Predict which catalyst facilitates the given reaction.. This data is from Catalyst prediction with 721,799 reactions and 888 catalyst types from USPTO. (1) Product: [S:3]1[C:7]2[CH:8]=[CH:9][CH:10]=[CH:11][C:6]=2[N:5]=[C:4]1[NH:12][C@H:13]1[CH2:16][C@H:15]([C:19]2[C:24]([CH:25]3[CH2:26][CH2:27][O:28][CH2:29][CH2:30]3)=[CH:23][C:22]([F:31])=[CH:21][N:20]=2)[CH2:14]1. The catalyst class is: 31. Reactant: [H-].[Na+].[S:3]1[C:7]2[CH:8]=[CH:9][CH:10]=[CH:11][C:6]=2[N:5]=[C:4]1[NH:12][C@@H:13]1[CH2:16][C@H:15](O)[CH2:14]1.F[C:19]1[C:24]([CH:25]2[CH2:30][CH2:29][O:28][CH2:27][CH2:26]2)=[CH:23][C:22]([F:31])=[CH:21][N:20]=1.[NH4+].[Cl-]. (2) Reactant: Br[CH2:2][CH2:3][CH2:4][CH2:5][CH2:6][CH2:7][CH2:8][CH2:9][CH2:10][CH2:11][CH2:12][CH2:13][Br:14].[CH:15]1([Mg]Br)[CH2:20][CH2:19][CH2:18][CH2:17][CH2:16]1.[NH4+].[Cl-]. Product: [Br:14][CH2:13][CH2:12][CH2:11][CH2:10][CH2:9][CH2:8][CH2:7][CH2:6][CH2:5][CH2:4][CH2:3][CH2:2][CH:15]1[CH2:20][CH2:19][CH2:18][CH2:17][CH2:16]1. The catalyst class is: 1. (3) Reactant: Cl[C:2]1[N:7]=[CH:6][C:5]([C:8](=[O:10])[CH3:9])=[CH:4][CH:3]=1.[NH4+:11].[OH-]. Product: [NH2:11][C:2]1[N:7]=[CH:6][C:5]([C:8](=[O:10])[CH3:9])=[CH:4][CH:3]=1. The catalyst class is: 6. (4) Reactant: [OH:1][C:2]1[C:7]([C:8](=[O:10])[CH3:9])=[C:6]([O:11][CH2:12][C:13]([O:15]C)=[O:14])[CH:5]=[CH:4][CH:3]=1.[C:17]([NH:20][C:21]1[CH:28]=[CH:27][C:24]([CH:25]=O)=[CH:23][CH:22]=1)(=[O:19])[CH3:18].[OH-].[K+].Cl. Product: [C:17]([NH:20][C:21]1[CH:28]=[CH:27][C:24]([CH:25]=[CH:9][C:8]([C:7]2[C:2]([OH:1])=[CH:3][CH:4]=[CH:5][C:6]=2[O:11][CH2:12][C:13]([OH:15])=[O:14])=[O:10])=[CH:23][CH:22]=1)(=[O:19])[CH3:18]. The catalyst class is: 40. (5) Reactant: [Br:1][C:2]1[CH:10]=[C:9]2[C:5]([CH:6]=[N:7][NH:8]2)=[C:4]([O:11][CH3:12])[CH:3]=1.[CH2:13]([O:20][C:21]1[CH:26]=[CH:25][C:24](B(O)O)=[CH:23][C:22]=1[F:30])[C:14]1[CH:19]=[CH:18][CH:17]=[CH:16][CH:15]=1.N1C=CC=CC=1. Product: [Br:1][C:2]1[CH:10]=[C:9]2[C:5]([CH:6]=[N:7][N:8]2[C:24]2[CH:25]=[CH:26][C:21]([O:20][CH2:13][C:14]3[CH:15]=[CH:16][CH:17]=[CH:18][CH:19]=3)=[C:22]([F:30])[CH:23]=2)=[C:4]([O:11][CH3:12])[CH:3]=1. The catalyst class is: 221.